From a dataset of NCI-60 drug combinations with 297,098 pairs across 59 cell lines. Regression. Given two drug SMILES strings and cell line genomic features, predict the synergy score measuring deviation from expected non-interaction effect. (1) Drug 1: CCC1=CC2CC(C3=C(CN(C2)C1)C4=CC=CC=C4N3)(C5=C(C=C6C(=C5)C78CCN9C7C(C=CC9)(C(C(C8N6C)(C(=O)OC)O)OC(=O)C)CC)OC)C(=O)OC.C(C(C(=O)O)O)(C(=O)O)O. Drug 2: CC1=C(N=C(N=C1N)C(CC(=O)N)NCC(C(=O)N)N)C(=O)NC(C(C2=CN=CN2)OC3C(C(C(C(O3)CO)O)O)OC4C(C(C(C(O4)CO)O)OC(=O)N)O)C(=O)NC(C)C(C(C)C(=O)NC(C(C)O)C(=O)NCCC5=NC(=CS5)C6=NC(=CS6)C(=O)NCCC[S+](C)C)O. Cell line: TK-10. Synergy scores: CSS=7.36, Synergy_ZIP=-6.39, Synergy_Bliss=0.371, Synergy_Loewe=-2.53, Synergy_HSA=1.14. (2) Drug 1: CNC(=O)C1=CC=CC=C1SC2=CC3=C(C=C2)C(=NN3)C=CC4=CC=CC=N4. Drug 2: COC1=CC(=CC(=C1O)OC)C2C3C(COC3=O)C(C4=CC5=C(C=C24)OCO5)OC6C(C(C7C(O6)COC(O7)C8=CC=CS8)O)O. Cell line: NCIH23. Synergy scores: CSS=49.3, Synergy_ZIP=-3.13, Synergy_Bliss=-6.75, Synergy_Loewe=-28.5, Synergy_HSA=-7.28. (3) Synergy scores: CSS=23.0, Synergy_ZIP=-4.63, Synergy_Bliss=-0.505, Synergy_Loewe=-15.0, Synergy_HSA=-0.459. Cell line: HS 578T. Drug 2: C(CC(=O)O)C(=O)CN.Cl. Drug 1: CC1CCC2CC(C(=CC=CC=CC(CC(C(=O)C(C(C(=CC(C(=O)CC(OC(=O)C3CCCCN3C(=O)C(=O)C1(O2)O)C(C)CC4CCC(C(C4)OC)O)C)C)O)OC)C)C)C)OC. (4) Drug 1: CC1CCC2CC(C(=CC=CC=CC(CC(C(=O)C(C(C(=CC(C(=O)CC(OC(=O)C3CCCCN3C(=O)C(=O)C1(O2)O)C(C)CC4CCC(C(C4)OC)OCCO)C)C)O)OC)C)C)C)OC. Drug 2: CN(CCCl)CCCl.Cl. Cell line: UACC62. Synergy scores: CSS=27.0, Synergy_ZIP=-6.01, Synergy_Bliss=0.621, Synergy_Loewe=2.74, Synergy_HSA=2.78. (5) Drug 1: C1=CC(=CC=C1CCC2=CNC3=C2C(=O)NC(=N3)N)C(=O)NC(CCC(=O)O)C(=O)O. Drug 2: CCCCC(=O)OCC(=O)C1(CC(C2=C(C1)C(=C3C(=C2O)C(=O)C4=C(C3=O)C=CC=C4OC)O)OC5CC(C(C(O5)C)O)NC(=O)C(F)(F)F)O. Cell line: 786-0. Synergy scores: CSS=7.87, Synergy_ZIP=-10.2, Synergy_Bliss=-12.4, Synergy_Loewe=-11.0, Synergy_HSA=-9.91.